This data is from Catalyst prediction with 721,799 reactions and 888 catalyst types from USPTO. The task is: Predict which catalyst facilitates the given reaction. Reactant: [CH3:1][C:2]1[CH:3]=[C:4]([CH2:9][CH:10]([NH:16][C:17]([NH:19][CH2:20][CH2:21]O)=[S:18])[C:11]2[S:12][CH:13]=[CH:14][CH:15]=2)[CH:5]=[C:6]([CH3:8])[CH:7]=1.C(N(C(C)C)CC)(C)C.[I-].C(C[P+](C)(C)C)#N. Product: [S:18]1[CH2:21][CH2:20][N:19]=[C:17]1[NH:16][CH:10]([C:11]1[S:12][CH:13]=[CH:14][CH:15]=1)[CH2:9][C:4]1[CH:3]=[C:2]([CH3:1])[CH:7]=[C:6]([CH3:8])[CH:5]=1. The catalyst class is: 397.